From a dataset of Experimental lipophilicity measurements (octanol/water distribution) for 4,200 compounds from AstraZeneca. Regression/Classification. Given a drug SMILES string, predict its absorption, distribution, metabolism, or excretion properties. Task type varies by dataset: regression for continuous measurements (e.g., permeability, clearance, half-life) or binary classification for categorical outcomes (e.g., BBB penetration, CYP inhibition). For this dataset (lipophilicity_astrazeneca), we predict Y. (1) The molecule is Nc1ccn([C@@H]2O[C@H](CO)[C@@H](O)C2(F)F)c(=O)n1. The Y is -1.50 logD. (2) The molecule is Cc1nnc2n1-c1ccc(Cl)cc1C(c1ccccc1Cl)=NC2. The Y is 2.34 logD. (3) The molecule is CCOc1ccc2ccc(=O)oc2c1. The Y is 2.20 logD. (4) The drug is N#Cc1cnn(-c2ccccc2)c1NC(=O)CN1CCOCC1. The Y is 0.500 logD. (5) The compound is Nc1ccccc1NC(=O)c1ccc(N2CCOCC2)cc1. The Y is 1.20 logD.